Predict the product of the given reaction. From a dataset of Forward reaction prediction with 1.9M reactions from USPTO patents (1976-2016). (1) Given the reactants [Br:1][CH2:2][C:3]([C:5]1[CH:10]=[CH:9][C:8]([Br:11])=[CH:7][CH:6]=1)=O.[NH2:12][C:13]1[CH:18]=[N:17][C:16]([Br:19])=[CH:15][N:14]=1, predict the reaction product. The product is: [BrH:1].[Br:19][C:16]1[N:17]=[CH:18][C:13]2[N:14]([CH:2]=[C:3]([C:5]3[CH:10]=[CH:9][C:8]([Br:11])=[CH:7][CH:6]=3)[N:12]=2)[CH:15]=1. (2) The product is: [Cl:15][C:13]1[N:12]=[CH:11][N:10]=[C:9]([O:16][C:17]2[CH:18]=[C:19]3[C:23](=[CH:24][CH:25]=2)[NH:22][CH:21]=[CH:20]3)[CH:14]=1. Given the reactants [OH-].[Na+].CC(C)=O.O.Cl[C:9]1[CH:14]=[C:13]([Cl:15])[N:12]=[CH:11][N:10]=1.[OH:16][C:17]1[CH:18]=[C:19]2[C:23](=[CH:24][CH:25]=1)[NH:22][CH:21]=[CH:20]2, predict the reaction product. (3) Given the reactants [Cl:1][C:2]1[C:36]([CH3:37])=[CH:35][C:5]([O:6][CH2:7][CH2:8][CH2:9][C:10]2[C:18]3[C:13](=[C:14]([C:19]4[C:20]([CH3:26])=[N:21][N:22]([CH3:25])[C:23]=4[CH3:24])[CH:15]=[CH:16][CH:17]=3)[N:12]([CH2:27][C:28](O)=[O:29])[C:11]=2[C:31]([F:34])([F:33])[F:32])=[CH:4][C:3]=1[CH3:38].CCN=C=NCCCN(C)C.CCN(C(C)C)C(C)C.[N:59]1([CH2:65][C:66]([O:68]C)=[O:67])[CH2:64][CH2:63][NH:62][CH2:61][CH2:60]1.[OH2:70], predict the reaction product. The product is: [C:11]([OH:67])([C:31]([F:34])([F:33])[F:32])=[O:70].[Cl:1][C:2]1[C:36]([CH3:37])=[CH:35][C:5]([O:6][CH2:7][CH2:8][CH2:9][C:10]2[C:18]3[C:13](=[C:14]([C:19]4[C:20]([CH3:26])=[N:21][N:22]([CH3:25])[C:23]=4[CH3:24])[CH:15]=[CH:16][CH:17]=3)[N:12]([CH2:27][C:28]([N:62]3[CH2:61][CH2:60][N:59]([CH2:65][C:66]([OH:68])=[O:67])[CH2:64][CH2:63]3)=[O:29])[C:11]=2[C:31]([F:34])([F:33])[F:32])=[CH:4][C:3]=1[CH3:38].